This data is from Forward reaction prediction with 1.9M reactions from USPTO patents (1976-2016). The task is: Predict the product of the given reaction. (1) Given the reactants [CH3:1][N:2]([CH3:32])[C:3]1[CH:8]=[CH:7][C:6]([CH2:9][N:10]([C:23]2[CH:28]=[CH:27][C:26]([CH:29]([CH3:31])[CH3:30])=[CH:25][CH:24]=2)[C:11]([CH:13]2[C:22]3[C:17](=[CH:18][CH:19]=[CH:20][CH:21]=3)[CH2:16][CH2:15][CH2:14]2)=O)=[CH:5][CH:4]=1.COC1C=CC(P2(SP(C3C=CC(OC)=CC=3)(=S)S2)=[S:42])=CC=1, predict the reaction product. The product is: [CH3:1][N:2]([CH3:32])[C:3]1[CH:8]=[CH:7][C:6]([CH2:9][N:10]([C:23]2[CH:28]=[CH:27][C:26]([CH:29]([CH3:31])[CH3:30])=[CH:25][CH:24]=2)[C:11]([CH:13]2[C:22]3[C:17](=[CH:18][CH:19]=[CH:20][CH:21]=3)[CH2:16][CH2:15][CH2:14]2)=[S:42])=[CH:5][CH:4]=1. (2) The product is: [CH3:1][C:2]1[NH:3][C:4]2[C:9]([C:10]=1[C:16]1[C:20]3[CH:21]=[CH:22][CH:23]=[CH:24][C:19]=3[S:18][N:17]=1)=[CH:8][C:7]([C:11]([F:12])([F:14])[F:13])=[CH:6][CH:5]=2. Given the reactants [CH3:1][C:2]1[NH:3][C:4]2[C:9]([CH:10]=1)=[CH:8][C:7]([C:11]([F:14])([F:13])[F:12])=[CH:6][CH:5]=2.Cl[C:16]1[C:20]2[CH:21]=[CH:22][CH:23]=[CH:24][C:19]=2[S:18][N:17]=1, predict the reaction product. (3) Given the reactants [ClH:1].[C:2]1([S:8]([C:11]2[CH:12]=[CH:13][C:14]3[CH:23]4[CH:19]([NH:20][CH2:21][CH2:22]4)[CH2:18][O:17][C:15]=3[CH:16]=2)(=[O:10])=[O:9])[CH:7]=[CH:6][CH:5]=[CH:4][CH:3]=1.[CH3:24][C:25](=O)[CH3:26].C([BH3-])#N.[Na+].C1COCC1, predict the reaction product. The product is: [ClH:1].[C:2]1([S:8]([C:11]2[CH:12]=[CH:13][C:14]3[CH:23]4[CH:19]([N:20]([CH:25]([CH3:26])[CH3:24])[CH2:21][CH2:22]4)[CH2:18][O:17][C:15]=3[CH:16]=2)(=[O:10])=[O:9])[CH:3]=[CH:4][CH:5]=[CH:6][CH:7]=1. (4) Given the reactants [NH2:1][C:2]1[N:6]([C:7]2[CH:12]=[CH:11][CH:10]=[CH:9][C:8]=2[CH3:13])[N:5]=[CH:4][C:3]=1[C:14]([NH2:16])=[O:15].[CH3:17][CH:18]1[CH2:23][CH2:22][CH:21]([CH2:24][C:25](O)=O)[CH2:20][CH2:19]1.C[Si](OP(=O)=O)(C)C, predict the reaction product. The product is: [CH3:17][CH:18]1[CH2:23][CH2:22][CH:21]([CH2:24][C:25]2[NH:16][C:14](=[O:15])[C:3]3[CH:4]=[N:5][N:6]([C:7]4[CH:12]=[CH:11][CH:10]=[CH:9][C:8]=4[CH3:13])[C:2]=3[N:1]=2)[CH2:20][CH2:19]1. (5) Given the reactants [N+:1]([C:4]1[CH:5]=[C:6]2[C:10](=[CH:11][CH:12]=1)[NH:9][N:8]=[C:7]2[C:13]([OH:15])=O)([O-:3])=[O:2].Cl.[CH3:17][NH:18][CH3:19].CN(C(ON1N=NC2C=CC=NC1=2)=[N+](C)C)C.F[P-](F)(F)(F)(F)F.CCN(C(C)C)C(C)C, predict the reaction product. The product is: [CH3:17][N:18]([CH3:19])[C:13]([C:7]1[C:6]2[C:10](=[CH:11][CH:12]=[C:4]([N+:1]([O-:3])=[O:2])[CH:5]=2)[NH:9][N:8]=1)=[O:15]. (6) Given the reactants C[O:2][C:3](=[O:43])[CH:4]([N:12]([CH:27]([C:34]1[O:42][C:38]2=[CH:39][CH:40]=[CH:41][C:37]2=[CH:36][CH:35]=1)[C:28]1[CH:33]=[CH:32][CH:31]=[CH:30][CH:29]=1)[S:13]([C:16]1[C:21]([CH3:22])=[CH:20][C:19]([O:23][CH3:24])=[C:18]([CH3:25])[C:17]=1[CH3:26])(=[O:15])=[O:14])[CH2:5][C:6]1[CH:11]=[CH:10][CH:9]=[CH:8][CH:7]=1.O[Li].O, predict the reaction product. The product is: [O:42]1[C:38]2=[CH:39][CH:40]=[CH:41][C:37]2=[CH:36][CH:35]=[C:34]1[CH:27]([N:12]([S:13]([C:16]1[C:21]([CH3:22])=[CH:20][C:19]([O:23][CH3:24])=[C:18]([CH3:25])[C:17]=1[CH3:26])(=[O:14])=[O:15])[CH:4]([CH2:5][C:6]1[CH:11]=[CH:10][CH:9]=[CH:8][CH:7]=1)[C:3]([OH:43])=[O:2])[C:28]1[CH:33]=[CH:32][CH:31]=[CH:30][CH:29]=1.